The task is: Regression. Given two drug SMILES strings and cell line genomic features, predict the synergy score measuring deviation from expected non-interaction effect.. This data is from NCI-60 drug combinations with 297,098 pairs across 59 cell lines. (1) Drug 1: CCC1(CC2CC(C3=C(CCN(C2)C1)C4=CC=CC=C4N3)(C5=C(C=C6C(=C5)C78CCN9C7C(C=CC9)(C(C(C8N6C=O)(C(=O)OC)O)OC(=O)C)CC)OC)C(=O)OC)O.OS(=O)(=O)O. Drug 2: CN1C(=O)N2C=NC(=C2N=N1)C(=O)N. Cell line: DU-145. Synergy scores: CSS=21.8, Synergy_ZIP=-1.45, Synergy_Bliss=-2.37, Synergy_Loewe=-39.9, Synergy_HSA=-3.90. (2) Drug 1: C1=CC=C(C(=C1)C(C2=CC=C(C=C2)Cl)C(Cl)Cl)Cl. Drug 2: CC1C(C(CC(O1)OC2CC(CC3=C2C(=C4C(=C3O)C(=O)C5=CC=CC=C5C4=O)O)(C(=O)C)O)N)O. Cell line: HL-60(TB). Synergy scores: CSS=46.9, Synergy_ZIP=-4.34, Synergy_Bliss=-6.64, Synergy_Loewe=-14.5, Synergy_HSA=-3.19.